This data is from Catalyst prediction with 721,799 reactions and 888 catalyst types from USPTO. The task is: Predict which catalyst facilitates the given reaction. Reactant: [CH:1]1([NH:7][C:8]2[C@:12]3([CH2:17][CH2:16][N:15]([CH2:18][C:19]4[CH:24]=[CH:23][CH:22]=[C:21]([O:25][CH:26]([CH3:28])[CH3:27])[CH:20]=4)[C@@H:14]([CH3:29])[CH2:13]3)[N:11]([C:30]3[CH:35]=[CH:34][CH:33]=[C:32]([F:36])[CH:31]=3)[C:10](=[O:37])[N:9]=2)[CH2:6][CH2:5][CH2:4][CH2:3][CH2:2]1.[CH3:38][Si]([N-][Si](C)(C)C)(C)C.[Li+].C1COCC1.IC. Product: [CH:1]1([N:7]=[C:8]2[C@:12]3([CH2:17][CH2:16][N:15]([CH2:18][C:19]4[CH:24]=[CH:23][CH:22]=[C:21]([O:25][CH:26]([CH3:27])[CH3:28])[CH:20]=4)[C@@H:14]([CH3:29])[CH2:13]3)[N:11]([C:30]3[CH:35]=[CH:34][CH:33]=[C:32]([F:36])[CH:31]=3)[C:10](=[O:37])[N:9]2[CH3:38])[CH2:6][CH2:5][CH2:4][CH2:3][CH2:2]1. The catalyst class is: 15.